From a dataset of Reaction yield outcomes from USPTO patents with 853,638 reactions. Predict the reaction yield, written as a fraction of the theoretical maximum amount of product (1.0 means a 100% yield; for example, 0.34 means a 34% yield). (1) The reactants are [C:1]([O:4][C@H:5]1[C@@H:10]([O:11][C:12](=[O:14])[CH3:13])[C@H:9]([O:15][C:16](=[O:18])[CH3:17])[C@@H:8]([CH2:19][O:20][C:21](=[O:23])[CH3:22])[O:7][C@H:6]1[O:24][C@H:25]1[C@@H:36]([O:37][C:38](=[O:40])[CH3:39])[C@H:35]([O:41][C:42](=[O:44])[CH3:43])[C@@H:34]([CH2:45][O:46][C:47](=[O:49])[CH3:48])[O:33][C@H:26]1[O:27][CH:28]=[CH:29][CH2:30][CH2:31][CH3:32])(=[O:3])[CH3:2].[SH:50][C:51]([CH3:53])=O. The catalyst is C(Cl)Cl. The product is [C:1]([O:4][C@H:5]1[C@@H:10]([O:11][C:12](=[O:14])[CH3:13])[C@H:9]([O:15][C:16](=[O:18])[CH3:17])[C@@H:8]([CH2:19][O:20][C:21](=[O:23])[CH3:22])[O:7][C@H:6]1[O:24][C@H:25]1[C@@H:36]([O:37][C:38](=[O:40])[CH3:39])[C@H:35]([O:41][C:42](=[O:44])[CH3:43])[C@@H:34]([CH2:45][O:46][C:47](=[O:49])[CH3:48])[O:33][C@H:26]1[O:27][CH:28]([C:51](=[S:50])[CH3:53])[CH2:29][CH2:30][CH2:31][CH3:32])(=[O:3])[CH3:2]. The yield is 0.870. (2) The reactants are Br[C:2]1[CH:3]=[C:4]([NH:10][C:11]2[CH:15]=[C:14]([CH3:16])[N:13]([CH2:17][CH3:18])[N:12]=2)[C:5](=[O:9])[N:6]([CH3:8])[CH:7]=1.[C:19]([O:22][CH2:23][C:24]1[C:25]([N:39]2[CH2:50][CH2:49][N:48]3[C:41](=[CH:42][C:43]4[CH2:44][C:45]([CH3:52])([CH3:51])[CH2:46][C:47]=43)[C:40]2=[O:53])=[N:26][CH:27]=[CH:28][C:29]=1B1OC(C)(C)C(C)(C)O1)(=[O:21])[CH3:20].[O-]P([O-])([O-])=O.[K+].[K+].[K+].C([O-])(=O)C.[Na+]. The catalyst is C1C=CC(P(C2C=CC=CC=2)[C-]2C=CC=C2)=CC=1.C1C=CC(P(C2C=CC=CC=2)[C-]2C=CC=C2)=CC=1.Cl[Pd]Cl.[Fe+2].O.C(#N)C. The product is [C:19]([O:22][CH2:23][C:24]1[C:25]([N:39]2[CH2:50][CH2:49][N:48]3[C:41](=[CH:42][C:43]4[CH2:44][C:45]([CH3:52])([CH3:51])[CH2:46][C:47]=43)[C:40]2=[O:53])=[N:26][CH:27]=[CH:28][C:29]=1[C:2]1[CH:3]=[C:4]([NH:10][C:11]2[CH:15]=[C:14]([CH3:16])[N:13]([CH2:17][CH3:18])[N:12]=2)[C:5](=[O:9])[N:6]([CH3:8])[CH:7]=1)(=[O:21])[CH3:20]. The yield is 0.276. (3) The reactants are [NH2:1][C:2]1[CH:3]=[C:4]([C:9]2([OH:30])[C:17]3[C:12](=[C:13]([F:19])[CH:14]=[CH:15][C:16]=3[F:18])[C:11](=[O:20])[N:10]2[C:21]2[CH:26]=[CH:25][CH:24]=[C:23]([C:27]#[CH:28])[C:22]=2[F:29])[CH:5]=[CH:6][C:7]=1[NH2:8].[CH3:31][O:32][C:33]([NH:35][C:36](=NC(OC)=O)SC)=[O:34].[OH-].[Na+]. The catalyst is C(O)(=O)C. The product is [C:27]([C:23]1[C:22]([F:29])=[C:21]([N:10]2[C:11](=[O:20])[C:12]3[C:17](=[C:16]([F:18])[CH:15]=[CH:14][C:13]=3[F:19])[C:9]2([C:4]2[CH:5]=[CH:6][C:7]3[NH:8][C:36]([NH:35][C:33](=[O:34])[O:32][CH3:31])=[N:1][C:2]=3[CH:3]=2)[OH:30])[CH:26]=[CH:25][CH:24]=1)#[CH:28]. The yield is 0.830. (4) The reactants are [H-].[Na+].[Br:3][C:4]1[CH:5]=[CH:6][C:7]([N:12]2[CH2:16][CH2:15][CH2:14][CH:13]2[CH3:17])=[C:8]([CH2:10][OH:11])[CH:9]=1.[CH3:18]I. The catalyst is CN(C=O)C. The product is [Br:3][C:4]1[CH:5]=[CH:6][C:7]([N:12]2[CH2:16][CH2:15][CH2:14][CH:13]2[CH3:17])=[C:8]([CH2:10][O:11][CH3:18])[CH:9]=1. The yield is 0.980. (5) The reactants are [C:1]1([C@H:7]2[O:12][CH2:11][C@H:10]([OH:13])[CH2:9][O:8]2)[CH:6]=[CH:5][CH:4]=[CH:3][CH:2]=1.[F:14][C:15]([F:28])([F:27])[S:16](O[S:16]([C:15]([F:28])([F:27])[F:14])(=[O:18])=[O:17])(=[O:18])=[O:17]. The catalyst is C(Cl)Cl. The product is [F:14][C:15]([F:28])([F:27])[S:16]([O:13][C@@H:10]1[CH2:11][O:12][C@@H:7]([C:1]2[CH:2]=[CH:3][CH:4]=[CH:5][CH:6]=2)[O:8][CH2:9]1)(=[O:18])=[O:17]. The yield is 0.410. (6) The reactants are [NH:1]1[C:9]2[C:4](=[CH:5][CH:6]=[CH:7][CH:8]=2)[C:3]([C:10]([OH:12])=[O:11])=[N:2]1.[Br:13]Br. The catalyst is C(O)(=O)C. The product is [Br:13][C:6]1[CH:5]=[C:4]2[C:9](=[CH:8][CH:7]=1)[NH:1][N:2]=[C:3]2[C:10]([OH:12])=[O:11]. The yield is 0.875. (7) The reactants are F[C:2]1[CH:7]=[CH:6][N:5]2[C:8]([C:11]([NH:13][C:14]3[CH:22]=[CH:21][CH:20]=[C:19]4[C:15]=3[C:16]([CH3:33])=[N:17][N:18]4[CH2:23][C:24]3[CH:29]=[CH:28][CH:27]=[C:26]([CH:30]([CH3:32])[CH3:31])[N:25]=3)=[O:12])=[CH:9][N:10]=[C:4]2[CH:3]=1.[CH3:34][C@H:35]1[N:40]([CH3:41])[CH2:39][CH2:38][N:37]([CH2:42][CH2:43][OH:44])[CH2:36]1.CC(C)([O-])C.[K+]. The catalyst is C(O)(C)(C)C.O. The product is [CH3:34][C@H:35]1[N:40]([CH3:41])[CH2:39][CH2:38][N:37]([CH2:42][CH2:43][O:44][C:2]2[CH:7]=[CH:6][N:5]3[C:8]([C:11]([NH:13][C:14]4[CH:22]=[CH:21][CH:20]=[C:19]5[C:15]=4[C:16]([CH3:33])=[N:17][N:18]5[CH2:23][C:24]4[CH:29]=[CH:28][CH:27]=[C:26]([CH:30]([CH3:32])[CH3:31])[N:25]=4)=[O:12])=[CH:9][N:10]=[C:4]3[CH:3]=2)[CH2:36]1. The yield is 0.330. (8) The reactants are [F:1][C:2]1[CH:3]=[C:4]2[C:8](=[CH:9][CH:10]=1)[NH:7][C:6](=[O:11])[CH2:5]2.C[Si]([N-][Si](C)(C)C)(C)C.[Li+].[CH2:22]([N:24]([CH2:38][CH3:39])[CH2:25][CH2:26][CH2:27][C:28]1[N:33]=[C:32]2[CH2:34][O:35][C:36](=O)[C:31]2=[CH:30][CH:29]=1)[CH3:23].C1(C2C(=CC=CC=2)CO1)=O.Cl.C([O-])(O)=O.[Na+]. The catalyst is C1COCC1. The yield is 0.370. The product is [CH2:38]([N:24]([CH2:22][CH3:23])[CH2:25][CH2:26][CH2:27][C:28]1[N:33]=[C:32]2[CH2:34][O:35][C:36](=[C:5]3[C:4]4[C:8](=[CH:9][CH:10]=[C:2]([F:1])[CH:3]=4)[NH:7][C:6]3=[O:11])[C:31]2=[CH:30][CH:29]=1)[CH3:39]. (9) The reactants are [CH3:1][N:2]([C:6]1[CH:11]=[CH:10][CH:9]=[CH:8][CH:7]=1)[C:3](=[O:5])[CH3:4].[S:12]([Cl:16])(=O)(=[O:14])[OH:13]. The catalyst is ClCCl.O. The product is [CH3:1][N:2]([C:6]1[CH:11]=[CH:10][C:9]([S:12]([Cl:16])(=[O:14])=[O:13])=[CH:8][CH:7]=1)[C:3](=[O:5])[CH3:4]. The yield is 0.110. (10) The reactants are [CH3:1][O:2][C:3](=[O:16])[C:4]1[CH:9]=[C:8]([N+:10]([O-:12])=[O:11])[C:7]([NH2:13])=[C:6]([Cl:14])[C:5]=1F.[NH2:17][C:18]1[CH:23]=[CH:22][CH:21]=[CH:20][CH:19]=1.O. The catalyst is CO. The product is [CH3:1][O:2][C:3](=[O:16])[C:4]1[CH:9]=[C:8]([N+:10]([O-:12])=[O:11])[C:7]([NH2:13])=[C:6]([Cl:14])[C:5]=1[NH:17][C:18]1[CH:23]=[CH:22][CH:21]=[CH:20][CH:19]=1. The yield is 0.840.